This data is from Forward reaction prediction with 1.9M reactions from USPTO patents (1976-2016). The task is: Predict the product of the given reaction. (1) The product is: [F:1][C:2]1([F:34])[CH2:6][CH2:5][CH:4]([C:7]2[C:15]3[C:10](=[CH:11][CH:12]=[CH:13][CH:14]=3)[N:9]([S:16]([C:19]3[CH:20]=[CH:21][C:22]([C:23]([NH:25][CH2:41][CH:38]4[CH2:39][CH2:40][O:35][CH2:36][CH2:37]4)=[O:24])=[CH:32][CH:33]=3)(=[O:17])=[O:18])[CH:8]=2)[CH2:3]1. Given the reactants [F:1][C:2]1([F:34])[CH2:6][CH2:5][CH:4]([C:7]2[C:15]3[C:10](=[CH:11][CH:12]=[CH:13][CH:14]=3)[N:9]([S:16]([C:19]3[CH:33]=[CH:32][C:22]([C:23]([NH:25]C4CCOCC4)=[O:24])=[CH:21][CH:20]=3)(=[O:18])=[O:17])[CH:8]=2)[CH2:3]1.[O:35]1[CH2:40][CH2:39][CH:38]([CH2:41]N)[CH2:37][CH2:36]1, predict the reaction product. (2) The product is: [NH2:14][C:15]1[CH:20]=[C:19]([CH:18]=[CH:17][C:16]=1[C:2]1[CH:11]=[CH:10][C:9]2[C:4](=[CH:5][CH:6]=[C:7]([O:12][CH3:13])[CH:8]=2)[N:3]=1)[C:21]([O:23][CH3:24])=[O:22]. Given the reactants Cl[C:2]1[CH:11]=[CH:10][C:9]2[C:4](=[CH:5][CH:6]=[C:7]([O:12][CH3:13])[CH:8]=2)[N:3]=1.[NH2:14][C:15]1[CH:20]=[C:19]([C:21]([O:23][CH3:24])=[O:22])[CH:18]=[CH:17][C:16]=1B(O)O.C([O-])([O-])=O.[K+].[K+], predict the reaction product. (3) The product is: [ClH:34].[C:1]12([C:11]3[N:12]=[C:13]4[N:17]([CH:18]=3)[C:16]([C:19]3[CH:24]=[CH:23][CH:22]=[C:21]([NH2:25])[CH:20]=3)=[CH:15][S:14]4)[CH2:8][CH:7]3[CH2:6][CH:5]([CH2:4][CH:3]([CH2:9]3)[CH2:2]1)[CH2:10]2. Given the reactants [C:1]12([C:11]3[N:12]=[C:13]4[N:17]([CH:18]=3)[C:16]([C:19]3[CH:24]=[CH:23][CH:22]=[C:21]([NH:25]C(=O)C)[CH:20]=3)=[CH:15][S:14]4)[CH2:10][CH:5]3[CH2:6][CH:7]([CH2:9][CH:3]([CH2:4]3)[CH2:2]1)[CH2:8]2.C(=O)(O)[O-].[Na+].[ClH:34], predict the reaction product. (4) Given the reactants [C:1]([O:5][C:6]([NH:8][C:9]([CH3:14])([CH3:13])[C:10]([OH:12])=O)=[O:7])([CH3:4])([CH3:3])[CH3:2].Cl.CN[O:18][CH3:19].[CH3:20][N:21]1CCOCC1.C1C=CC2N(O)N=NC=2C=1.CCN=C=NCCCN(C)C.Cl, predict the reaction product. The product is: [C:1]([O:5][C:6](=[O:7])[NH:8][C:9]([C:10](=[O:12])[NH:21][CH2:20][O:18][CH3:19])([CH3:14])[CH3:13])([CH3:2])([CH3:3])[CH3:4]. (5) Given the reactants [C:1]([O:4][C:5]1[C:10]([CH:11]([CH3:13])[CH3:12])=[CH:9][C:8]([OH:14])=[C:7]([C:15](=[O:17])[CH3:16])[C:6]=1[CH3:18])(=[O:3])[CH3:2].[C:19]1(=O)[CH2:22][CH2:21][CH2:20]1.N1CCCC1, predict the reaction product. The product is: [C:1]([O:4][C:5]1[C:6]([CH3:18])=[C:7]2[C:8](=[CH:9][C:10]=1[CH:11]([CH3:13])[CH3:12])[O:14][C:19]1([CH2:22][CH2:21][CH2:20]1)[CH2:16][C:15]2=[O:17])(=[O:3])[CH3:2]. (6) Given the reactants [CH2:1]([O:8][C:9](=[O:29])[NH:10][C:11]1[CH:16]=[CH:15][CH:14]=[C:13]([O:17][C:18]2[CH:23]=[CH:22][C:21]([N+:24]([O-:26])=[O:25])=[C:20]([CH:27]=O)[CH:19]=2)[CH:12]=1)[C:2]1[CH:7]=[CH:6][CH:5]=[CH:4][CH:3]=1.[CH2:30]([NH2:33])[CH2:31][CH3:32].[BH-](OC(C)=O)(OC(C)=O)OC(C)=O.[Na+], predict the reaction product. The product is: [CH2:1]([O:8][C:9](=[O:29])[NH:10][C:11]1[CH:16]=[CH:15][CH:14]=[C:13]([O:17][C:18]2[CH:23]=[CH:22][C:21]([N+:24]([O-:26])=[O:25])=[C:20]([CH2:27][NH:33][CH2:30][CH2:31][CH3:32])[CH:19]=2)[CH:12]=1)[C:2]1[CH:3]=[CH:4][CH:5]=[CH:6][CH:7]=1.